From a dataset of Catalyst prediction with 721,799 reactions and 888 catalyst types from USPTO. Predict which catalyst facilitates the given reaction. (1) Reactant: [NH2:1][N:2]1[CH:6]=[C:5]([C:7]([O:9][CH2:10][CH3:11])=[O:8])[CH:4]=[C:3]1[C:12]([O:14]CC)=O.C(O[C:20](OCC)([CH3:23])[C:21]#[N:22])C.CC1C=CC(S(O)(=O)=O)=CC=1.C1CCN2C(=NCCC2)CC1. Product: [C:21]([C:20]1[CH:23]=[N:1][N:2]2[CH:6]=[C:5]([C:7]([O:9][CH2:10][CH3:11])=[O:8])[CH:4]=[C:3]2[C:12]=1[OH:14])#[N:22]. The catalyst class is: 2. (2) Reactant: C(N(CC)CC)C.N1([C:13]2[CH2:14][CH2:15][S:16][CH2:17][CH:18]=2)CCCC1.Br[CH2:20][CH:21]([CH2:27]Br)[C:22]([O:24][CH2:25][CH3:26])=[O:23].C(O)(=[O:31])C. Product: [CH2:25]([O:24][C:22]([CH:21]1[CH2:27][CH:14]2[C:13](=[O:31])[CH:18]([CH2:17][S:16][CH2:15]2)[CH2:20]1)=[O:23])[CH3:26]. The catalyst class is: 10. (3) Reactant: [F:1][C:2]1[CH:7]=[CH:6][C:5]([C:8]2([C:12]3[CH:13]=[N:14][C:15]([N:18]4[CH2:23][CH2:22][N:21](C(OC(C)(C)C)=O)[CH2:20][CH2:19]4)=[N:16][CH:17]=3)[CH2:11][O:10][CH2:9]2)=[CH:4][CH:3]=1.C(O)(C(F)(F)F)=O. Product: [F:1][C:2]1[CH:7]=[CH:6][C:5]([C:8]2([C:12]3[CH:13]=[N:14][C:15]([N:18]4[CH2:23][CH2:22][NH:21][CH2:20][CH2:19]4)=[N:16][CH:17]=3)[CH2:9][O:10][CH2:11]2)=[CH:4][CH:3]=1. The catalyst class is: 2. (4) Reactant: C[Al](C)C.[CH3:5][O:6][C:7]1[CH:8]=[C:9]([CH2:15][CH2:16][C:17]2[CH:18]=[C:19]([NH2:22])[NH:20][N:21]=2)[CH:10]=[C:11]([O:13][CH3:14])[CH:12]=1.[CH3:23][C@H:24]1[N:29]([CH3:30])[C@@H:28]([CH3:31])[CH2:27][N:26]([C:32]2[N:37]=[CH:36][C:35]([C:38](OC)=[O:39])=[CH:34][N:33]=2)[CH2:25]1.Cl. Product: [CH3:14][O:13][C:11]1[CH:10]=[C:9]([CH2:15][CH2:16][C:17]2[CH:18]=[C:19]([NH:22][C:38]([C:35]3[CH:36]=[N:37][C:32]([N:26]4[CH2:27][C@H:28]([CH3:31])[N:29]([CH3:30])[C@H:24]([CH3:23])[CH2:25]4)=[N:33][CH:34]=3)=[O:39])[NH:20][N:21]=2)[CH:8]=[C:7]([O:6][CH3:5])[CH:12]=1. The catalyst class is: 224.